From a dataset of Forward reaction prediction with 1.9M reactions from USPTO patents (1976-2016). Predict the product of the given reaction. (1) Given the reactants [F:1][C:2]1[CH:7]=[CH:6][C:5]([C@@H:8]2[CH2:13][C:12](=[O:14])[CH:11]=[CH:10][NH:9]2)=[CH:4][CH:3]=1.C([Li])CCC.[Br:20][C:21]1[CH:26]=[C:25]([O:27][CH3:28])[C:24]([O:29][CH:30]([F:32])[F:31])=[CH:23][C:22]=1[CH2:33][C:34](Cl)=[O:35].[Cl-].[NH4+], predict the reaction product. The product is: [Br:20][C:21]1[CH:26]=[C:25]([O:27][CH3:28])[C:24]([O:29][CH:30]([F:32])[F:31])=[CH:23][C:22]=1[CH2:33][C:34]([N:9]1[CH:10]=[CH:11][C:12](=[O:14])[CH2:13][C@H:8]1[C:5]1[CH:6]=[CH:7][C:2]([F:1])=[CH:3][CH:4]=1)=[O:35]. (2) Given the reactants [C:1]([N:8]1[CH2:13][CH2:12][C:11]([CH2:22][NH2:23])([C:14]2[CH:19]=[CH:18][C:17]([Cl:20])=[C:16]([Cl:21])[CH:15]=2)[CH2:10][CH2:9]1)([O:3][C:4]([CH3:7])([CH3:6])[CH3:5])=[O:2].[C:24]([C:26]1[C:27]([CH2:39][CH3:40])=[C:28]([C:36](O)=[O:37])[C:29]2[C:34]([CH:35]=1)=[CH:33][CH:32]=[CH:31][CH:30]=2)#[N:25].C1C=[C:45]2[N:47]=NN(O)C2=CC=1.O.CN1CCOCC1, predict the reaction product. The product is: [ClH:20].[CH3:13][N:8]([CH3:1])[CH2:9][CH2:10][CH2:11][N:47]=[C:45]=[N:25][CH2:24][CH3:26].[C:1]([N:8]1[CH2:13][CH2:12][C:11]([C:14]2[CH:19]=[CH:18][C:17]([Cl:20])=[C:16]([Cl:21])[CH:15]=2)([CH2:22][NH:23][C:36]([C:28]2[C:29]3[C:34](=[CH:33][CH:32]=[CH:31][CH:30]=3)[CH:35]=[C:26]([C:24]#[N:25])[C:27]=2[CH2:39][CH3:40])=[O:37])[CH2:10][CH2:9]1)([O:3][C:4]([CH3:7])([CH3:6])[CH3:5])=[O:2].